This data is from Full USPTO retrosynthesis dataset with 1.9M reactions from patents (1976-2016). The task is: Predict the reactants needed to synthesize the given product. (1) The reactants are: [OH:1][C@@H:2]([CH2:6][CH:7]([CH3:9])[CH3:8])[C:3]([OH:5])=[O:4].[Br:10][C:11]1[CH:18]=[CH:17][C:14]([CH:15]=O)=[CH:13][CH:12]=1.CC1C=CC(S([O-])(=O)=O)=CC=1.[NH+]1C=CC=CC=1.CCOCC. Given the product [Br:10][C:11]1[CH:18]=[CH:17][C:14]([CH:15]2[O:4][C:3](=[O:5])[C@H:2]([CH2:6][CH:7]([CH3:9])[CH3:8])[O:1]2)=[CH:13][CH:12]=1, predict the reactants needed to synthesize it. (2) Given the product [C:14]1([C:2]2[CH:11]=[C:10]([C:2]3[CH:11]=[CH:10][CH:9]=[CH:8][CH:3]=3)[C:9]([NH2:13])=[C:8]3[C:3]=2[CH:4]=[CH:5][CH:6]=[N:7]3)[CH:19]=[CH:18][CH:17]=[CH:16][CH:15]=1, predict the reactants needed to synthesize it. The reactants are: Br[C:2]1[CH:11]=[C:10](Br)[C:9]([NH2:13])=[C:8]2[C:3]=1[CH:4]=[CH:5][CH:6]=[N:7]2.[C:14]1(B(O)O)[CH:19]=[CH:18][CH:17]=[CH:16][CH:15]=1.[F-].[Cs+]. (3) Given the product [CH3:1][O:2][C:3]1[CH:50]=[CH:49][C:6]([CH2:7][N:8]([CH2:40][C:41]2[CH:42]=[CH:43][C:44]([O:47][CH3:48])=[CH:45][CH:46]=2)[C:9]2[N:10]=[CH:11][C:12]([C:15]3[C:16]4[CH2:29][CH2:28][N:27]([C:30]5[CH:38]=[CH:37][C:33]([C:34]([NH:51][C:52]6[S:53][CH:54]=[CH:55][N:56]=6)=[O:35])=[CH:32][C:31]=5[F:39])[C:17]=4[N:18]=[C:19]([N:21]4[CH2:22][CH2:23][O:24][CH2:25][CH2:26]4)[N:20]=3)=[CH:13][N:14]=2)=[CH:5][CH:4]=1, predict the reactants needed to synthesize it. The reactants are: [CH3:1][O:2][C:3]1[CH:50]=[CH:49][C:6]([CH2:7][N:8]([CH2:40][C:41]2[CH:46]=[CH:45][C:44]([O:47][CH3:48])=[CH:43][CH:42]=2)[C:9]2[N:14]=[CH:13][C:12]([C:15]3[C:16]4[CH2:29][CH2:28][N:27]([C:30]5[CH:38]=[CH:37][C:33]([C:34](O)=[O:35])=[CH:32][C:31]=5[F:39])[C:17]=4[N:18]=[C:19]([N:21]4[CH2:26][CH2:25][O:24][CH2:23][CH2:22]4)[N:20]=3)=[CH:11][N:10]=2)=[CH:5][CH:4]=1.[NH2:51][C:52]1[S:53][CH:54]=[CH:55][N:56]=1. (4) Given the product [CH2:1]([N:8]1[C:15](=[O:16])[C:14](=[CH:23][C:24]2[CH:29]=[CH:28][CH:27]=[CH:26][CH:25]=2)[C:12](=[O:13])[N:11]([C:17]2[CH:22]=[CH:21][CH:20]=[CH:19][CH:18]=2)[C:9]1=[O:10])[C:2]1[CH:3]=[CH:4][CH:5]=[CH:6][CH:7]=1, predict the reactants needed to synthesize it. The reactants are: [CH2:1]([N:8]1[C:15](=[O:16])[CH2:14][C:12](=[O:13])[N:11]([C:17]2[CH:22]=[CH:21][CH:20]=[CH:19][CH:18]=2)[C:9]1=[O:10])[C:2]1[CH:7]=[CH:6][CH:5]=[CH:4][CH:3]=1.[CH:23](=O)[C:24]1[CH:29]=[CH:28][CH:27]=[CH:26][CH:25]=1.C(O)(=O)C.S(=O)(=O)(O)O. (5) Given the product [CH2:12]([S:14]([C:17]1[CH:22]=[CH:21][C:20]([F:32])=[C:19]([C:2]2[CH:3]=[C:4]([O:10][CH3:11])[C:5](=[O:9])[N:6]([CH3:8])[CH:7]=2)[CH:18]=1)(=[O:15])=[O:16])[CH3:13], predict the reactants needed to synthesize it. The reactants are: Br[C:2]1[CH:3]=[C:4]([O:10][CH3:11])[C:5](=[O:9])[N:6]([CH3:8])[CH:7]=1.[CH2:12]([S:14]([C:17]1[CH:18]=[CH:19][C:20]([F:32])=[C:21](B2OC(C)(C)C(C)(C)O2)[CH:22]=1)(=[O:16])=[O:15])[CH3:13].[O-]P([O-])([O-])=O.[K+].[K+].[K+]. (6) Given the product [Cl:1][C:2]1[CH:14]=[CH:13][C:5]2[O:6][CH2:7][C:8](=[O:9])[NH:15][C:4]=2[CH:3]=1, predict the reactants needed to synthesize it. The reactants are: [Cl:1][C:2]1[CH:14]=[CH:13][C:5]([O:6][CH2:7][C:8](OCC)=[O:9])=[C:4]([N+:15]([O-])=O)[CH:3]=1. (7) Given the product [CH:2]1([C:7]2[NH:8][N:9]=[C:10]([NH:12][C:13]3[C:14]4[CH2:30][CH2:29][CH2:28][C:15]=4[N:16]=[C:17]([N:19]4[CH2:23][C@H:22]([OH:24])[CH2:21][C@H:20]4[C:25]([N:33]([CH3:34])[CH3:32])=[O:27])[N:18]=3)[CH:11]=2)[CH2:6][CH2:5][CH2:4][CH2:3]1, predict the reactants needed to synthesize it. The reactants are: Cl.[CH:2]1([C:7]2[CH:11]=[C:10]([NH:12][C:13]3[C:14]4[CH2:30][CH2:29][CH2:28][C:15]=4[N:16]=[C:17]([N:19]4[CH2:23][C@H:22]([OH:24])[CH2:21][C@H:20]4[C:25]([OH:27])=O)[N:18]=3)[NH:9][N:8]=2)[CH2:6][CH2:5][CH2:4][CH2:3]1.[Cl-].[CH3:32][NH2+:33][CH3:34].CCN=C=NCCCN(C)C.Cl.C1C=CC2N(O)N=NC=2C=1.CCN(C(C)C)C(C)C.